This data is from Catalyst prediction with 721,799 reactions and 888 catalyst types from USPTO. The task is: Predict which catalyst facilitates the given reaction. Reactant: [NH2:1][C:2]1[C:11]([N+:12]([O-])=O)=[CH:10][C:9]([Br:15])=[C:8]([O:16][CH3:17])[C:3]=1[C:4]([O:6][CH3:7])=[O:5].O.[F:19][C:20]1[CH:21]=[C:22]([C:27]([CH:29]=O)=O)[CH:23]=[CH:24][C:25]=1[F:26]. Product: [Br:15][C:9]1[C:8]([O:16][CH3:17])=[C:3]([C:4]([O:6][CH3:7])=[O:5])[C:2]2[N:1]=[C:27]([C:22]3[CH:23]=[CH:24][C:25]([F:26])=[C:20]([F:19])[CH:21]=3)[CH:29]=[N:12][C:11]=2[CH:10]=1. The catalyst class is: 78.